Dataset: Reaction yield outcomes from USPTO patents with 853,638 reactions. Task: Predict the reaction yield, written as a fraction of the theoretical maximum amount of product (1.0 means a 100% yield; for example, 0.34 means a 34% yield). The reactants are Cl[C:2]1[CH:7]=[CH:6][C:5]([C:8]2([C:11]([O:13][CH3:14])=[O:12])[CH2:10][CH2:9]2)=[CH:4][CH:3]=1.[CH3:15][N:16]1CCCC1=O. The product is [C:15]([C:2]1[CH:7]=[CH:6][C:5]([C:8]2([C:11]([O:13][CH3:14])=[O:12])[CH2:10][CH2:9]2)=[CH:4][CH:3]=1)#[N:16]. The yield is 0.760. The catalyst is CCOC(C)=O.[C-]#N.[Zn+2].[C-]#N.CC(C)([P](C(C)(C)C)([Pd][P](C(C)(C)C)(C(C)(C)C)C(C)(C)C)C(C)(C)C)C.[Zn].